This data is from Full USPTO retrosynthesis dataset with 1.9M reactions from patents (1976-2016). The task is: Predict the reactants needed to synthesize the given product. Given the product [CH2:12]([O:11][C:9](=[O:10])[C:7]1[CH:8]=[C:3]([C:1]#[N:2])[C:4]([N:16]2[CH2:19][CH:18]([C:20](=[O:21])[NH:34][S:31]([CH2:30][C:25]3[CH:26]=[CH:27][CH:28]=[CH:29][C:24]=3[F:23])(=[O:33])=[O:32])[CH2:17]2)=[N:5][C:6]=1[O:14][CH3:15])[CH3:13], predict the reactants needed to synthesize it. The reactants are: [C:1]([C:3]1[C:4]([N:16]2[CH2:19][CH:18]([C:20](O)=[O:21])[CH2:17]2)=[N:5][C:6]([O:14][CH3:15])=[C:7]([C:9]([O:11][CH2:12][CH3:13])=[O:10])[CH:8]=1)#[N:2].[F:23][C:24]1[CH:29]=[CH:28][CH:27]=[CH:26][C:25]=1[CH2:30][S:31]([NH2:34])(=[O:33])=[O:32].